From a dataset of Reaction yield outcomes from USPTO patents with 853,638 reactions. Predict the reaction yield, written as a fraction of the theoretical maximum amount of product (1.0 means a 100% yield; for example, 0.34 means a 34% yield). (1) The reactants are [CH2:1]([O:3][C:4](=[O:42])[CH:5]([O:7][P:8]([CH2:17][C:18]([CH3:41])=[CH:19][CH2:20][C:21]1[C:22]([O:34]CC[Si](C)(C)C)=[C:23]2[C:27](=[C:28]([CH3:32])[C:29]=1[O:30][CH3:31])[CH2:26][O:25][C:24]2=[O:33])([O:10][C:11]1[CH:16]=[CH:15][CH:14]=[CH:13][CH:12]=1)=[O:9])[CH3:6])[CH3:2].C(O)(C(F)(F)F)=O. The catalyst is C(Cl)Cl. The product is [CH2:1]([O:3][C:4](=[O:42])[CH:5]([O:7][P:8]([CH2:17][C:18]([CH3:41])=[CH:19][CH2:20][C:21]1[C:22]([OH:34])=[C:23]2[C:27](=[C:28]([CH3:32])[C:29]=1[O:30][CH3:31])[CH2:26][O:25][C:24]2=[O:33])([O:10][C:11]1[CH:16]=[CH:15][CH:14]=[CH:13][CH:12]=1)=[O:9])[CH3:6])[CH3:2]. The yield is 0.900. (2) The reactants are C(N(CC)CC)C.[NH:8]1[CH2:12][CH2:11][CH2:10][CH2:9]1.[NH:13]1[C:21]2[C:16](=[N:17][CH:18]=[CH:19][CH:20]=2)[C:15]([CH2:22][C:23](OCC)=[O:24])=[CH:14]1. The catalyst is O1CCCC1.C(O)C. The product is [N:8]1([C:23](=[O:24])[CH2:22][C:15]2[C:16]3=[N:17][CH:18]=[CH:19][CH:20]=[C:21]3[NH:13][CH:14]=2)[CH2:12][CH2:11][CH2:10][CH2:9]1. The yield is 0.360.